From a dataset of Catalyst prediction with 721,799 reactions and 888 catalyst types from USPTO. Predict which catalyst facilitates the given reaction. (1) Reactant: [C:1]([N:5]1[C:13]2[C:8](=[CH:9][CH:10]=[CH:11][CH:12]=2)[C:7]([N+:14]([O-])=O)=[N:6]1)([CH3:4])([CH3:3])[CH3:2]. Product: [C:1]([N:5]1[C:13]2[C:8](=[CH:9][CH:10]=[CH:11][CH:12]=2)[C:7]([NH2:14])=[N:6]1)([CH3:4])([CH3:2])[CH3:3]. The catalyst class is: 19. (2) Reactant: [O:1]=[C:2]1[NH:10][C:5]2=[N:6][CH:7]=[CH:8][CH:9]=[C:4]2[C@:3]21[CH2:24][C:13]1[CH:14]=[C:15]3[C:20](=[CH:21][C:12]=1[CH2:11]2)[N:19]=[C:18]([CH:22]=[O:23])[CH:17]=[CH:16]3.[BH4-].[Na+]. Product: [OH:23][CH2:22][C:18]1[CH:17]=[CH:16][C:15]2[C:20](=[CH:21][C:12]3[CH2:11][C@:3]4([C:4]5[C:5](=[N:6][CH:7]=[CH:8][CH:9]=5)[NH:10][C:2]4=[O:1])[CH2:24][C:13]=3[CH:14]=2)[N:19]=1. The catalyst class is: 816. (3) Reactant: Cl[C:2]1[C:3]2[S:10][C:9]3[CH:11]=[CH:12][CH:13]=[CH:14][C:8]=3[C:4]=2[N:5]=[CH:6][N:7]=1.[Cl:15][C:16]1[CH:21]=[CH:20][C:19](B(O)O)=[CH:18][CH:17]=1.C([O-])([O-])=O.[K+].[K+]. The catalyst class is: 108. Product: [Cl:15][C:16]1[CH:21]=[CH:20][C:19]([C:2]2[C:3]3[S:10][C:9]4[CH:11]=[CH:12][CH:13]=[CH:14][C:8]=4[C:4]=3[N:5]=[CH:6][N:7]=2)=[CH:18][CH:17]=1.